This data is from Full USPTO retrosynthesis dataset with 1.9M reactions from patents (1976-2016). The task is: Predict the reactants needed to synthesize the given product. (1) Given the product [Br:12][C:13]1[CH:14]=[N:15][CH:16]=[C:17]([C:5]2[CH:6]=[CH:7][CH:8]=[C:3]([S:2][CH3:1])[CH:4]=2)[CH:18]=1, predict the reactants needed to synthesize it. The reactants are: [CH3:1][S:2][C:3]1[CH:4]=[C:5](B(O)O)[CH:6]=[CH:7][CH:8]=1.[Br:12][C:13]1[CH:14]=[N:15][CH:16]=[C:17](Br)[CH:18]=1. (2) The reactants are: [CH3:1][C:2]1([CH3:9])[CH2:7][CH2:6][C:5](=[O:8])[CH2:4][CH2:3]1.[CH:10](OCC)=[O:11].CC(C)([O-])C.[K+]. Given the product [OH:11]/[CH:10]=[C:4]1/[C:5](=[O:8])[CH2:6][CH2:7][C:2]([CH3:9])([CH3:1])[CH2:3]/1, predict the reactants needed to synthesize it.